This data is from Forward reaction prediction with 1.9M reactions from USPTO patents (1976-2016). The task is: Predict the product of the given reaction. (1) The product is: [Cl:28][C:2]1[CH:7]=[CH:6][N:5]=[C:4]([CH2:8][O:9][C:10](=[O:16])[CH2:11][CH2:12][CH2:13][CH2:14][CH3:15])[N:3]=1. Given the reactants O[C:2]1[CH:7]=[CH:6][N:5]=[C:4]([CH2:8][O:9][C:10](=[O:16])[CH2:11][CH2:12][CH2:13][CH2:14][CH3:15])[N:3]=1.CN(C)C1C=CC=CC=1.O=P(Cl)(Cl)[Cl:28], predict the reaction product. (2) Given the reactants [F:1][C:2]1[C:7]([Si](C)(C)C)=[C:6]([O:12][C:13]([F:16])([F:15])[F:14])[C:5](I)=[CH:4][CH:3]=1.Br[C:19]([F:26])([F:25])[C:20]([O:22][CH2:23][CH3:24])=[O:21], predict the reaction product. The product is: [F:25][C:19]([F:26])([C:5]1[CH:4]=[CH:3][C:2]([F:1])=[CH:7][C:6]=1[O:12][C:13]([F:16])([F:15])[F:14])[C:20]([O:22][CH2:23][CH3:24])=[O:21]. (3) Given the reactants [O:1]=[C:2]1[CH2:7][CH2:6][CH2:5][CH2:4][CH:3]1[C:8]([O:10][CH2:11][CH3:12])=[O:9].[CH2:13](O)[CH2:14][OH:15].C12(CS(O)(=O)=O)C(C)(C)C(CC1)CC2=O, predict the reaction product. The product is: [O:15]1[C:2]2([CH2:7][CH2:6][CH2:5][CH2:4][CH:3]2[C:8]([O:10][CH2:11][CH3:12])=[O:9])[O:1][CH2:13][CH2:14]1.